Dataset: Full USPTO retrosynthesis dataset with 1.9M reactions from patents (1976-2016). Task: Predict the reactants needed to synthesize the given product. (1) Given the product [CH:1]1([N:6]2[C:11]3[N:12]=[C:13]([NH:16][C:17]4[CH:18]=[CH:19][C:20]([C:21]([OH:23])=[O:22])=[CH:25][CH:26]=4)[N:14]=[CH:15][C:10]=3[C:9]([CH3:27])=[CH:8][C:7]2=[O:28])[CH2:2][CH2:3][CH2:4][CH2:5]1, predict the reactants needed to synthesize it. The reactants are: [CH:1]1([N:6]2[C:11]3[N:12]=[C:13]([NH:16][C:17]4[CH:26]=[CH:25][C:20]([C:21]([O:23]C)=[O:22])=[CH:19][CH:18]=4)[N:14]=[CH:15][C:10]=3[C:9]([CH3:27])=[CH:8][C:7]2=[O:28])[CH2:5][CH2:4][CH2:3][CH2:2]1.[Li+].[OH-].CO.O. (2) Given the product [CH3:1][O:2][C:3]1[CH:4]=[C:5]([C:13]2[CH:22]=[C:21]3[C:16]([CH:17]=[CH:18][CH:19]=[N:20]3)=[C:15]([NH:31][CH2:32][C:33]3[O:37][C:36](=[O:38])[NH:35][N:34]=3)[N:14]=2)[CH:6]=[C:7]([O:11][CH3:12])[C:8]=1[O:9][CH3:10], predict the reactants needed to synthesize it. The reactants are: [CH3:1][O:2][C:3]1[CH:4]=[C:5]([C:13]2[CH:22]=[C:21]3[C:16]([CH:17]=[CH:18][CH:19]=[N:20]3)=[C:15](OS(C(F)(F)F)(=O)=O)[N:14]=2)[CH:6]=[C:7]([O:11][CH3:12])[C:8]=1[O:9][CH3:10].[NH2:31][CH2:32][C:33]1[O:37][C:36](=[O:38])[NH:35][N:34]=1.C(NC(C)C)(C)C. (3) Given the product [N:1]1([C:8]([C:10]2[CH:14]=[C:13]([C:15]3[CH2:16][CH2:17][N:18]([C:28](=[O:30])[CH3:29])[CH2:19][CH:20]=3)[S:12][CH:11]=2)=[O:9])[CH2:2][CH2:3][CH2:4][CH2:5][CH2:6][CH2:7]1, predict the reactants needed to synthesize it. The reactants are: [N:1]1([C:8]([C:10]2[CH:14]=[C:13]([C:15]3[CH2:16][CH2:17][NH:18][CH2:19][CH:20]=3)[S:12][CH:11]=2)=[O:9])[CH2:7][CH2:6][CH2:5][CH2:4][CH2:3][CH2:2]1.C(N(CC)CC)C.[C:28](Cl)(=[O:30])[CH3:29]. (4) Given the product [CH3:20][O:21][C:22]1[CH:29]=[C:28]([O:30][CH3:31])[CH:27]=[CH:26][C:23]=1[CH2:24][NH:25][C:2]1[N:11]2[CH:12]=[N:13][N:14]=[C:10]2[C:9]2[C:4](=[C:5]3[O:17][C:16]([F:19])([F:18])[O:15][C:6]3=[CH:7][CH:8]=2)[N:3]=1, predict the reactants needed to synthesize it. The reactants are: Cl[C:2]1[N:11]2[CH:12]=[N:13][N:14]=[C:10]2[C:9]2[C:4](=[C:5]3[O:17][C:16]([F:19])([F:18])[O:15][C:6]3=[CH:7][CH:8]=2)[N:3]=1.[CH3:20][O:21][C:22]1[CH:29]=[C:28]([O:30][CH3:31])[CH:27]=[CH:26][C:23]=1[CH2:24][NH2:25].C(N(CC)C(C)C)(C)C. (5) Given the product [CH3:1][O:2][C:3]1[C:4]([CH:13]=[O:14])=[C:5]([O:9][CH3:15])[CH:6]=[CH:7][N:8]=1, predict the reactants needed to synthesize it. The reactants are: [CH3:1][O:2][C:3]1C=C[C:6]2[C:7](C)=[N:8][O:9][C:5]=2[C:4]=1[CH:13]=[O:14].[CH3:15][O-].[Na+]. (6) The reactants are: [CH3:1][C:2]([O:5][C:6]([NH:8][C:9]([CH3:14])([C:11]([OH:13])=O)[CH3:10])=[O:7])([CH3:4])[CH3:3].C(N(C(C)C)C(C)C)C.F[B-](F)(F)F.N1(OC(N(C)C)=[N+](C)C)C2C=CC=CC=2N=N1.[CH2:46]([C:48]1[CH:53]=[CH:52][CH:51]=[CH:50][C:49]=1[O:54][C:55]1[N:60]=[CH:59][C:58]([NH2:61])=[CH:57][CH:56]=1)[CH3:47]. Given the product [CH2:46]([C:48]1[CH:53]=[CH:52][CH:51]=[CH:50][C:49]=1[O:54][C:55]1[N:60]=[CH:59][C:58]([NH:61][C:11](=[O:13])[C:9]([NH:8][C:6](=[O:7])[O:5][C:2]([CH3:1])([CH3:3])[CH3:4])([CH3:10])[CH3:14])=[CH:57][CH:56]=1)[CH3:47], predict the reactants needed to synthesize it. (7) Given the product [N:12]1[CH:13]=[CH:14][CH:15]=[C:10]([CH:9]([C:16]2[CH:17]=[N:18][CH:19]=[CH:20][CH:21]=2)[O:8][C:7]2[C:2]([N:25]3[C:26]4[CH:31]=[CH:30][CH:29]=[CH:28][C:27]=4[O:22][CH2:23][CH2:24]3)=[N:3][CH:4]=[CH:5][CH:6]=2)[CH:11]=1, predict the reactants needed to synthesize it. The reactants are: Br[C:2]1[C:7]([O:8][CH:9]([C:16]2[CH:17]=[N:18][CH:19]=[CH:20][CH:21]=2)[C:10]2[CH:11]=[N:12][CH:13]=[CH:14][CH:15]=2)=[CH:6][CH:5]=[CH:4][N:3]=1.[O:22]1[C:27]2[CH:28]=[CH:29][CH:30]=[CH:31][C:26]=2[NH:25][CH2:24][CH2:23]1.CC(C)([O-])C.[Na+].